This data is from hERG potassium channel inhibition data for cardiac toxicity prediction from Karim et al.. The task is: Regression/Classification. Given a drug SMILES string, predict its toxicity properties. Task type varies by dataset: regression for continuous values (e.g., LD50, hERG inhibition percentage) or binary classification for toxic/non-toxic outcomes (e.g., AMES mutagenicity, cardiotoxicity, hepatotoxicity). Dataset: herg_karim. (1) The molecule is O=C1COc2ccc(CNC34CCC(CCc5c(F)cnc6ccc(OCCc7[nH]ccc(=O)c7O)nc56)(CC3)OC4)nc2N1. The result is 1 (blocker). (2) The compound is C[C@@H]1NC(c2ccc(=O)n(C(F)F)c2)=N[C@@]1(c1ccc(F)cc1)c1ccc(F)nc1. The result is 1 (blocker). (3) The result is 1 (blocker). The molecule is COc1ccc(C2CN(CCc3ccc(OC)c(OC)c3)CC2CCNC(=O)c2cccc(Cl)c2)cc1. (4) The molecule is CCc1cncnc1N1CCN(Cc2nc3cc(C(F)(F)F)ccc3[nH]2)CC1. The result is 0 (non-blocker). (5) The molecule is CCOC(=O)C1=C(CN2CCCCC2C(=O)O)NC(c2nccs2)=NC1c1ccc(F)cc1Br. The result is 0 (non-blocker). (6) The compound is CN1CCN(CCCCN2C(=O)CN(/N=C/c3ccc(-c4ccc(Cl)cc4)o3)C2=O)CC1. The result is 1 (blocker). (7) The molecule is CCNC(=O)CC[C@@H](CO)N(C)C(=O)c1ccc2c(c1)c1c(n2C)CC[C@@H](C2CCOCC2)C1. The result is 0 (non-blocker).